Dataset: Reaction yield outcomes from USPTO patents with 853,638 reactions. Task: Predict the reaction yield, written as a fraction of the theoretical maximum amount of product (1.0 means a 100% yield; for example, 0.34 means a 34% yield). The reactants are [C:1]([O:7][CH2:8][N:9]1[C:13]2[N:14]=[CH:15][N:16]=[C:17]([C:18]3[CH:19]=[N:20][N:21]([CH:23]([CH:27]4[CH2:31][CH2:30][CH2:29][CH2:28]4)[CH2:24][C:25]#[N:26])[CH:22]=3)[C:12]=2[CH:11]=[CH:10]1)(=[O:6])[C:2]([CH3:5])([CH3:4])[CH3:3].C[Si](CCOCCl)(C)C.ClC1C2C=CNC=2N=CN=1. The catalyst is C(O)C. The product is [C:1]([O:7][CH2:8][N:9]1[C:13]2[N:14]=[CH:15][N:16]=[C:17]([C:18]3[CH:19]=[N:20][N:21]([C@@H:23]([CH:27]4[CH2:31][CH2:30][CH2:29][CH2:28]4)[CH2:24][C:25]#[N:26])[CH:22]=3)[C:12]=2[CH:11]=[CH:10]1)(=[O:6])[C:2]([CH3:4])([CH3:5])[CH3:3].[C:1]([O:7][CH2:8][N:9]1[C:13]2[N:14]=[CH:15][N:16]=[C:17]([C:18]3[CH:19]=[N:20][N:21]([C@H:23]([CH:27]4[CH2:31][CH2:30][CH2:29][CH2:28]4)[CH2:24][C:25]#[N:26])[CH:22]=3)[C:12]=2[CH:11]=[CH:10]1)(=[O:6])[C:2]([CH3:4])([CH3:5])[CH3:3]. The yield is 0.908.